Dataset: Reaction yield outcomes from USPTO patents with 853,638 reactions. Task: Predict the reaction yield, written as a fraction of the theoretical maximum amount of product (1.0 means a 100% yield; for example, 0.34 means a 34% yield). The reactants are [NH2:1][C:2]1[CH:10]=[CH:9][C:8]([F:11])=[CH:7][C:3]=1[C:4]([OH:6])=O.ON1C(=O)CCC1=O.CN(C1C=CC=CN=1)C.C1(N=C=NC2CCCCC2)CCCCC1.[C:44]([NH2:48])([CH3:47])([CH3:46])[CH3:45]. The catalyst is ClCCl. The product is [NH2:1][C:2]1[CH:10]=[CH:9][C:8]([F:11])=[CH:7][C:3]=1[C:4]([NH:48][C:44]([CH3:47])([CH3:46])[CH3:45])=[O:6]. The yield is 0.730.